From a dataset of Reaction yield outcomes from USPTO patents with 853,638 reactions. Predict the reaction yield, written as a fraction of the theoretical maximum amount of product (1.0 means a 100% yield; for example, 0.34 means a 34% yield). (1) The yield is 0.707. The catalyst is CC#N. The reactants are [N:1]12[CH2:8][CH2:7][C:4]([C:9]([C:17]3[CH:22]=[CH:21][CH:20]=[CH:19][CH:18]=3)([C:11]3[CH:16]=[CH:15][CH:14]=[CH:13][CH:12]=3)[OH:10])([CH2:5][CH2:6]1)[CH2:3][CH2:2]2.[Br:23][CH2:24][CH2:25][CH2:26][CH3:27]. The product is [Br-:23].[CH2:24]([N+:1]12[CH2:6][CH2:5][C:4]([C:9]([OH:10])([C:17]3[CH:22]=[CH:21][CH:20]=[CH:19][CH:18]=3)[C:11]3[CH:12]=[CH:13][CH:14]=[CH:15][CH:16]=3)([CH2:3][CH2:2]1)[CH2:7][CH2:8]2)[CH2:25][CH2:26][CH3:27]. (2) The reactants are [Cl:1][C:2]1[N:3]=[C:4](Cl)[C:5]2[CH2:10][N:9]([C:11]([O:13][CH2:14][CH:15]3[C:27]4[CH:26]=[CH:25][CH:24]=[CH:23][C:22]=4[C:21]4[C:16]3=[CH:17][CH:18]=[CH:19][CH:20]=4)=[O:12])[CH2:8][C:6]=2[N:7]=1.[SH:29][C:30]1[CH:35]=[CH:34][C:33]([NH:36][C:37]([CH:39]2[CH2:41][CH2:40]2)=[O:38])=[CH:32][CH:31]=1. The catalyst is C1COCC1. The product is [Cl:1][C:2]1[N:3]=[C:4]([S:29][C:30]2[CH:31]=[CH:32][C:33]([NH:36][C:37]([CH:39]3[CH2:40][CH2:41]3)=[O:38])=[CH:34][CH:35]=2)[C:5]2[CH2:10][N:9]([C:11]([O:13][CH2:14][CH:15]3[C:16]4[CH:17]=[CH:18][CH:19]=[CH:20][C:21]=4[C:22]4[C:27]3=[CH:26][CH:25]=[CH:24][CH:23]=4)=[O:12])[CH2:8][C:6]=2[N:7]=1. The yield is 0.970. (3) The reactants are CS(O)(=O)=O.[NH2:6][CH2:7][C:8]1[CH:9]=[C:10]2[C:14](=[CH:15][CH:16]=1)[C:13](=[O:17])[N:12]([CH:18]1[CH2:23][CH2:22][C:21](=[O:24])[NH:20][C:19]1=[O:25])[CH2:11]2.[Cl:26][C:27]1[CH:28]=[C:29]([CH:33]=[CH:34][CH:35]=1)[C:30](Cl)=[O:31].Cl. The catalyst is C(#N)C. The product is [Cl:26][C:27]1[CH:28]=[C:29]([CH:33]=[CH:34][CH:35]=1)[C:30]([NH:6][CH2:7][C:8]1[CH:9]=[C:10]2[C:14](=[CH:15][CH:16]=1)[C:13](=[O:17])[N:12]([CH:18]1[CH2:23][CH2:22][C:21](=[O:24])[NH:20][C:19]1=[O:25])[CH2:11]2)=[O:31]. The yield is 0.880. (4) The reactants are [CH3:1][N:2]1[C:10](=[O:11])[C:9]2[C:4](=[CH:5][CH:6]=[CH:7][C:8]=2[N+:12]([O-])=O)[C:3]1=[O:15].[H][H]. The catalyst is [Pd].C(O)(=O)C. The product is [NH2:12][C:8]1[CH:7]=[CH:6][CH:5]=[C:4]2[C:9]=1[C:10](=[O:11])[N:2]([CH3:1])[C:3]2=[O:15]. The yield is 0.950. (5) The reactants are [NH2:1][C:2]1[CH:34]=[CH:33][C:5]2[N:6]=[C:7]([N:9]3[CH2:14][CH2:13][N:12]([C@H:15]([CH3:32])[C@:16]([C:24]4[CH:29]=[CH:28][C:27]([F:30])=[CH:26][C:25]=4[F:31])([OH:23])[CH2:17][N:18]4[CH:22]=[N:21][CH:20]=[N:19]4)[CH2:11][CH2:10]3)[S:8][C:4]=2[CH:3]=1.Cl[CH2:36][CH2:37][N:38]1[CH2:43][CH2:42][O:41][CH2:40][CH2:39]1.C(=O)([O-])[O-].[K+].[K+]. The catalyst is C(#N)C. The product is [O:41]1[CH2:42][CH2:43][N:38]([CH2:37][CH2:36][NH:1][C:2]2[CH:34]=[CH:33][C:5]3[N:6]=[C:7]([N:9]4[CH2:14][CH2:13][N:12]([C@H:15]([CH3:32])[C@:16]([C:24]5[CH:29]=[CH:28][C:27]([F:30])=[CH:26][C:25]=5[F:31])([OH:23])[CH2:17][N:18]5[CH:22]=[N:21][CH:20]=[N:19]5)[CH2:11][CH2:10]4)[S:8][C:4]=3[CH:3]=2)[CH2:39][CH2:40]1. The yield is 0.650. (6) The reactants are C(O[N:9]1[CH:14]=[CH:13][CH:12]=[CH:11][C:10]1=[O:15])C1C=CC=CC=1.Br[C:17]1[CH:22]=[C:21]2[N:23]([CH3:34])[C:24]3[CH:33]4[N:28]([CH2:29][CH2:30][CH2:31][CH2:32]4)[CH2:27][CH2:26][C:25]=3[C:20]2=[CH:19][CH:18]=1.BrC1C=C2C([C:40]3[CH2:52][CH2:51][N:50]4[CH:46](CCC4)[C:41]=3N2C)=CC=1.[ClH:53]. The catalyst is CO.CCOCC. The product is [ClH:53].[Cl:53][C:41]1[CH:40]=[CH:52][C:51]([C:12]2[CH:13]=[CH:14][N:9]([C:17]3[CH:22]=[C:21]4[N:23]([CH3:34])[C:24]5[CH:33]6[N:28]([CH2:29][CH2:30][CH2:31][CH2:32]6)[CH2:27][CH2:26][C:25]=5[C:20]4=[CH:19][CH:18]=3)[C:10](=[O:15])[CH:11]=2)=[N:50][CH:46]=1. The yield is 0.840.